From a dataset of Forward reaction prediction with 1.9M reactions from USPTO patents (1976-2016). Predict the product of the given reaction. (1) Given the reactants [Cl:1][C:2]1[C:3]([O:32]C)=[N:4][CH:5]=[CH:6][C:7]=1[C:8]1[C:13]([CH3:14])=[CH:12][CH:11]=[C:10]([NH:15][C:16]([C:18]2([C:21]3[CH:31]=[CH:30][C:24]4[O:25][C:26]([F:29])([F:28])[O:27][C:23]=4[CH:22]=3)[CH2:20][CH2:19]2)=[O:17])[N:9]=1.I[Si](C)(C)C, predict the reaction product. The product is: [Cl:1][C:2]1[C:3](=[O:32])[NH:4][CH:5]=[CH:6][C:7]=1[C:8]1[N:9]=[C:10]([NH:15][C:16]([C:18]2([C:21]3[CH:31]=[CH:30][C:24]4[O:25][C:26]([F:28])([F:29])[O:27][C:23]=4[CH:22]=3)[CH2:20][CH2:19]2)=[O:17])[CH:11]=[CH:12][C:13]=1[CH3:14]. (2) Given the reactants N1C=CN=C1.C1C=CC(P(C2C=CC=CC=2)C2C=CC=CC=2)=CC=1.[I:25]I.[C:27]1([S:33]([CH2:36][CH2:37][CH2:38][CH2:39]O)(=[O:35])=[O:34])[CH:32]=[CH:31][CH:30]=[CH:29][CH:28]=1, predict the reaction product. The product is: [I:25][CH2:39][CH2:38][CH2:37][CH2:36][S:33]([C:27]1[CH:32]=[CH:31][CH:30]=[CH:29][CH:28]=1)(=[O:35])=[O:34]. (3) The product is: [OH:42][C:40]1[C:39]2[C:34](=[CH:35][CH:36]=[CH:37][CH:38]=2)[N:33]=[C:32](/[CH:31]=[CH:1]/[C:3]2[N:4]=[C:5]3[C:10]([N:11]4[CH2:16][CH2:15][O:14][CH2:13][CH2:12]4)=[CH:9][CH:8]=[N:7][N:6]3[C:17]=2[C:18]2[CH:30]=[CH:29][C:21]([C:22]([O:24][C:25]([CH3:26])([CH3:28])[CH3:27])=[O:23])=[CH:20][CH:19]=2)[CH:41]=1. Given the reactants [CH:1]([C:3]1[N:4]=[C:5]2[C:10]([N:11]3[CH2:16][CH2:15][O:14][CH2:13][CH2:12]3)=[CH:9][CH:8]=[N:7][N:6]2[C:17]=1[C:18]1[CH:30]=[CH:29][C:21]([C:22]([O:24][C:25]([CH3:28])([CH3:27])[CH3:26])=[O:23])=[CH:20][CH:19]=1)=O.[CH3:31][C:32]1[CH:41]=[C:40]([OH:42])[C:39]2[C:34](=[CH:35][CH:36]=[CH:37][CH:38]=2)[N:33]=1.C[Si](Cl)(C)C.N1C=CN=C1, predict the reaction product. (4) Given the reactants FC(F)(F)S(O[C:7]1[CH:12]=[C:11]([F:13])[CH:10]=[CH:9][C:8]=1[N+:14]([O-:16])=[O:15])(=O)=O.[CH3:19][C:20]1([CH3:36])[C:24]([CH3:26])([CH3:25])[O:23][B:22]([B:22]2[O:23][C:24]([CH3:26])([CH3:25])[C:20]([CH3:36])([CH3:19])[O:21]2)[O:21]1.C([O-])(=O)C.[K+], predict the reaction product. The product is: [F:13][C:11]1[CH:10]=[CH:9][C:8]([N+:14]([O-:16])=[O:15])=[C:7]([B:22]2[O:23][C:24]([CH3:26])([CH3:25])[C:20]([CH3:36])([CH3:19])[O:21]2)[CH:12]=1. (5) Given the reactants [N:1]1[CH:6]=[CH:5][CH:4]=[CH:3][C:2]=1[NH:7][C:8]1[S:9][CH:10]=[CH:11][N:12]=1.C(O)(=O)C.[Br:17]Br.C([O-])(O)=O.[Na+], predict the reaction product. The product is: [Br:17][C:10]1[S:9][C:8]([NH:7][C:2]2[CH:3]=[CH:4][CH:5]=[CH:6][N:1]=2)=[N:12][CH:11]=1. (6) Given the reactants [F:1][C:2]([F:18])([F:17])[C:3]1[CH:8]=[CH:7][C:6]([C:9]2[S:13][C:12]([C:14](=[O:16])[CH3:15])=[CH:11][CH:10]=2)=[CH:5][CH:4]=1.[F:19][C:20]1[CH:21]=[C:22]([CH:25]=[CH:26][C:27]=1[OH:28])[CH:23]=O, predict the reaction product. The product is: [F:19][C:20]1[CH:21]=[C:22]([CH:23]=[CH:15][C:14]([C:12]2[S:13][C:9]([C:6]3[CH:5]=[CH:4][C:3]([C:2]([F:17])([F:1])[F:18])=[CH:8][CH:7]=3)=[CH:10][CH:11]=2)=[O:16])[CH:25]=[CH:26][C:27]=1[OH:28]. (7) The product is: [N:31]1([CH2:36][CH2:37][NH:38][C:39]([C:41]2[CH:46]=[CH:45][C:44]([NH:47][C:48]3[N:49]=[CH:50][C:51]([NH:54][C:4](=[O:6])[C:3]4[CH:7]=[C:8]([O:11][CH3:12])[CH:9]=[CH:10][C:2]=4[Cl:1])=[CH:52][N:53]=3)=[CH:43][N:42]=2)=[O:40])[CH2:35][CH2:34][CH2:33][CH2:32]1. Given the reactants [Cl:1][C:2]1[CH:10]=[CH:9][C:8]([O:11][CH3:12])=[CH:7][C:3]=1[C:4]([OH:6])=O.ClC1N=C(OC)N=C(OC)N=1.CN1CCOCC1.[N:31]1([CH2:36][CH2:37][NH:38][C:39]([C:41]2[CH:46]=[CH:45][C:44]([NH:47][C:48]3[N:53]=[CH:52][C:51]([NH2:54])=[CH:50][N:49]=3)=[CH:43][N:42]=2)=[O:40])[CH2:35][CH2:34][CH2:33][CH2:32]1, predict the reaction product. (8) Given the reactants C[Al](C)C.[CH3:5][C:6]1([CH3:23])[NH:11][CH2:10][CH2:9][N:8]([C:12]2[CH:22]=[CH:21][C:15]([C:16]([O:18]CC)=O)=[CH:14][CH:13]=2)[CH2:7]1.[CH3:24][O:25][C:26]1[CH:27]=[C:28]([CH2:34][O:35][C:36]2[CH:37]=[C:38]([NH2:41])[NH:39][N:40]=2)[CH:29]=[C:30]([O:32][CH3:33])[CH:31]=1.S([O-])([O-])=O.[Na+].[Na+], predict the reaction product. The product is: [CH3:33][O:32][C:30]1[CH:29]=[C:28]([CH2:34][O:35][C:36]2[CH:37]=[C:38]([NH:41][C:16](=[O:18])[C:15]3[CH:14]=[CH:13][C:12]([N:8]4[CH2:9][CH2:10][NH:11][C:6]([CH3:5])([CH3:23])[CH2:7]4)=[CH:22][CH:21]=3)[NH:39][N:40]=2)[CH:27]=[C:26]([O:25][CH3:24])[CH:31]=1.